From a dataset of Full USPTO retrosynthesis dataset with 1.9M reactions from patents (1976-2016). Predict the reactants needed to synthesize the given product. Given the product [CH2:11]([O:13][C:14](=[O:27])[CH2:15][CH:16]([C:20]1[CH:21]=[N:22][C:23]([CH3:26])=[N:24][CH:25]=1)[CH2:17][CH:18]=[O:19])[CH3:12], predict the reactants needed to synthesize it. The reactants are: C(Cl)(=O)C(Cl)=O.CS(C)=O.[CH2:11]([O:13][C:14](=[O:27])[CH2:15][CH:16]([C:20]1[CH:21]=[N:22][C:23]([CH3:26])=[N:24][CH:25]=1)[CH2:17][CH2:18][OH:19])[CH3:12].CCN(CC)CC.